This data is from Peptide-MHC class II binding affinity with 134,281 pairs from IEDB. The task is: Regression. Given a peptide amino acid sequence and an MHC pseudo amino acid sequence, predict their binding affinity value. This is MHC class II binding data. (1) The peptide sequence is VAAFTEALRIIAGVL. The MHC is HLA-DPA10301-DPB10402 with pseudo-sequence HLA-DPA10301-DPB10402. The binding affinity (normalized) is 0.362. (2) The peptide sequence is VKPLYIITPTNVSHI. The MHC is DRB1_0405 with pseudo-sequence DRB1_0405. The binding affinity (normalized) is 0.702. (3) The peptide sequence is HDGGCRKELAAVSVD. The MHC is HLA-DPA10201-DPB10101 with pseudo-sequence HLA-DPA10201-DPB10101. The binding affinity (normalized) is 0.251. (4) The MHC is DRB1_1302 with pseudo-sequence DRB1_1302. The peptide sequence is YDKFLANVSTVATGK. The binding affinity (normalized) is 0.757. (5) The MHC is DRB1_0402 with pseudo-sequence QEFFIASGAAVDAIMEVHFDYYDIDEATYHVVFT. The peptide sequence is MHHWLLFEMSRHSLE. The binding affinity (normalized) is 0.851. (6) The peptide sequence is TKVIMGAVLIWVGIN. The MHC is DRB4_0101 with pseudo-sequence DRB4_0103. The binding affinity (normalized) is 0.356. (7) The peptide sequence is ATIRVLALGNQEGSL. The MHC is HLA-DQA10103-DQB10603 with pseudo-sequence HLA-DQA10103-DQB10603. The binding affinity (normalized) is 0.406. (8) The peptide sequence is EGTKVTFHVEKGSNP. The MHC is DRB4_0101 with pseudo-sequence DRB4_0103. The binding affinity (normalized) is 0.0795. (9) The peptide sequence is IGLEIKDVQIIKQSEKEYIRIDAKVVP. The MHC is DRB1_0401 with pseudo-sequence DRB1_0401. The binding affinity (normalized) is 0.369.